This data is from Full USPTO retrosynthesis dataset with 1.9M reactions from patents (1976-2016). The task is: Predict the reactants needed to synthesize the given product. Given the product [CH:39]([C:42]1[CH:47]=[CH:46][CH:45]=[C:44]([CH:48]([CH3:49])[CH3:50])[C:43]=1[NH:51][C:52]([NH:1][C:2]1[C:11]2[C:6](=[CH:7][CH:8]=[C:9]([O:12][C:13]3[CH:14]=[CH:15][C:16]4[N:20]=[C:19]([CH2:21][O:22][C:23]5[CH:24]=[CH:25][C:26]([CH2:27][CH:28]6[S:32][C:31](=[O:33])[NH:30][C:29]6=[O:34])=[CH:35][CH:36]=5)[N:18]([CH3:37])[C:17]=4[CH:38]=3)[CH:10]=2)[CH:5]=[CH:4][CH:3]=1)=[O:53])([CH3:40])[CH3:41], predict the reactants needed to synthesize it. The reactants are: [NH2:1][C:2]1[CH:3]=[CH:4][CH:5]=[C:6]2[C:11]=1[CH:10]=[C:9]([O:12][C:13]1[CH:14]=[CH:15][C:16]3[N:20]=[C:19]([CH2:21][O:22][C:23]4[CH:36]=[CH:35][C:26]([CH2:27][CH:28]5[S:32][C:31](=[O:33])[NH:30][C:29]5=[O:34])=[CH:25][CH:24]=4)[N:18]([CH3:37])[C:17]=3[CH:38]=1)[CH:8]=[CH:7]2.[CH:39]([C:42]1[CH:47]=[CH:46][CH:45]=[C:44]([CH:48]([CH3:50])[CH3:49])[C:43]=1[N:51]=[C:52]=[O:53])([CH3:41])[CH3:40].